From a dataset of Experimentally validated miRNA-target interactions with 360,000+ pairs, plus equal number of negative samples. Binary Classification. Given a miRNA mature sequence and a target amino acid sequence, predict their likelihood of interaction. (1) The miRNA is hsa-miR-4435 with sequence AUGGCCAGAGCUCACACAGAGG. The protein sequence of the target gene is MATDTSQGELVHPKALPLIVGAQLIHADKLGEKVEDSTMPIRRTVNSTRETPPKSKLAEGEEEKPEPDISSEESVSTVEEQENETPPATSSEAEQPKGEPENEEKEENKSSEETKKDEKDQSKEKEKKVKKTIPSWATLSASQLARAQKQTPMASSPRPKMDAILTEAIKACFQKSGASVVAIRKYIIHKYPSLELERRGYLLKQALKRELNRGVIKQVKGKGASGSFVVVQKSRKTPQKSRNRKNRSSAVDPEPQVKLEDVLPLAFTRLCEPKEASYSLIRKYVSQYYPKLRVDIRPQL.... Result: 0 (no interaction). (2) The protein sequence of the target gene is MVLGKVKSLTISFDCLNDSNVPVYSSGDTVSGRVNLEVTGEIRVKSLKIHARGHAKVRWTESRNAGSNTAYTQNYTEEVEYFNHKDILIGHERDDDNSEEGFHTIHSGRHEYAFSFELPQTPLATSFEGRHGSVRYWVKAELHRPWLLPVKLKKEFTVFEHIDINTPSLLSPQAGTKEKTLCCWFCTSGPISLSAKIERKGYTPGESIQIFAEIENCSSRMVVPKAAIYQTQAFYAKGKMKEVKQLVANLRGESLSSGKTETWNGKLLKIPPVSPSILDCSIIRVEYSLMVYVDIPGAMD.... Result: 0 (no interaction). The miRNA is mmu-miR-3069-3p with sequence UUGGACACUAAGUACUGCCACA. (3) The miRNA is hsa-miR-219b-3p with sequence AGAAUUGCGUUUGGACAAUCAGU. The protein sequence of the target gene is MAGEVSAATGRFSLERLGLPGLALAAALLLLALCLLVRRTRRPGEPPLIKGWLPYLGVVLNLRKDPLRFMKTLQKQHGDTFTVLLGGKYITFILDPFQYQLVIKNHKQLSFRVFSNKLLEKAFSISQLQKNHDMNDELHLCYQFLQGKSLDILLESMMQNLKQVFEPQLLKTTSWDTAELYPFCSSIIFEITFTTIYGKVIVCDNNKFISELRDDFLKFDDKFAYLVSNIPIELLGNVKSIREKIIKCFSSEKLAKMQGWSEVFQSRQDVLEKYYVHEDLEIGAHHLGFLWASVANTIPT.... Result: 1 (interaction). (4) The miRNA is mmu-miR-499-3p with sequence GAACAUCACAGCAAGUCUGUGCU. The protein sequence of the target gene is MNEENIDGTNGCSKVRTGIQNEAALLALMEKTGYNMVQENGQRKFGGPPPGWEGPPPPRGCEVFVGKIPRDMYEDELVPVFERAGKIYEFRLMMEFSGENRGYAFVMYTTKEEAQLAIRILNNYEIRPGKFIGVCVSLDNCRLFIGAIPKEKKKEEILDEMKKVTEGVVDVIVYPSATDKTKNRGFAFVEYESHRAAAMARRKLIPGTFQLWGHTIQVDWADPEKEVDEETMQRVKVLYVRNLMISTTEETIKAEFNKFKPGAVERVKKLRDYAFVHFFNREDAVAAMSVMNGKCIDGAS.... Result: 0 (no interaction). (5) Result: 1 (interaction). The protein sequence of the target gene is MQHYGVNGYSLHAMNSLSAMYNLHQQAAQQAQHAPDYRPSVHALTLAERLAGCTFQDIILEARYGSQHRKQRRSRTAFTAQQLEALEKTFQKTHYPDVVMRERLAMCTNLPEARVQVWFKNRRAKFRKKQRSLQKEQLQKQKEAEGSHGEGKVEAPASDTQLETEQPPGLPSGDPPAELQLSLSEQSASESAPEDQLDREEDSRAEEPKAEKSPGSESKVPGCKRGSPKADSPGSLAITPAAPGGGLLGPSHSYSSSPLSLFRLQEQFRQHMAATNNLMHYSSFEVGGPAPAAAAAAAAA.... The miRNA is mmu-miR-3098-3p with sequence UUCUGCUGCCUGCCUUUAGGA. (6) The miRNA is rno-miR-382-5p with sequence GAAGUUGUUCGUGGUGGAUUCG. The protein sequence of the target gene is MEDPQSKEPAGEAVALALLESPRPEGGEEPPRPSPEETQQCKFDGQETKGSKFITSSASDFSDPVYKEIAITNGCINRMSKEELRAKLSEFKLETRGVKDVLKKRLKNYYKKQKLMLKESNFADSYYDYICIIDFEATCEEGNPPEFVHEIIEFPVVLLNTHTLEIEDTFQQYVRPEINTQLSDFCISLTGITQDQVDRADTFPQVLKKVIDWMKLKELGTKYKYSLLTDGSWDMSKFLNIQCQLSRLKYPPFAKKWINIRKSYGNFYKVPRSQTKLTIMLEKLGMDYDGRPHCGLDDSK.... Result: 0 (no interaction).